Dataset: Forward reaction prediction with 1.9M reactions from USPTO patents (1976-2016). Task: Predict the product of the given reaction. The product is: [C:1]([CH2:3][C:4]1[CH:5]=[CH:6][C:7]([CH2:8][C:9]2([CH2:22][OH:23])[CH2:10][CH2:11][N:12]([C:15]([O:17][C:18]([CH3:19])([CH3:20])[CH3:21])=[O:16])[CH2:13][CH2:14]2)=[CH:26][CH:27]=1)#[N:2]. Given the reactants [C:1]([CH2:3][C:4]1[CH:27]=[CH:26][C:7]([CH2:8][C:9]2([C:22](OC)=[O:23])[CH2:14][CH2:13][N:12]([C:15]([O:17][C:18]([CH3:21])([CH3:20])[CH3:19])=[O:16])[CH2:11][CH2:10]2)=[CH:6][CH:5]=1)#[N:2].[BH4-].[Li+], predict the reaction product.